Dataset: Full USPTO retrosynthesis dataset with 1.9M reactions from patents (1976-2016). Task: Predict the reactants needed to synthesize the given product. (1) Given the product [NH:16]1[C:17]2[C:13](=[CH:12][C:11]([C:10]3[C:3]4[C:4](=[N:5][CH:6]=[N:7][C:2]=4[NH2:1])[N:8]([CH:27]([CH3:31])[CH3:28])[N:9]=3)=[CH:19][CH:18]=2)[CH:14]=[CH:15]1, predict the reactants needed to synthesize it. The reactants are: [NH2:1][C:2]1[N:7]=[CH:6][N:5]=[C:4]2[N:8]([CH:27]3[CH2:31]CC[CH2:28]3)[N:9]=[C:10]([C:11]3[CH:12]=[C:13]4[C:17](=[CH:18][CH:19]=3)[N:16](C(OC(C)(C)C)=O)[CH:15]=[CH:14]4)[C:3]=12.C(O)(C(F)(F)F)=O. (2) Given the product [CH2:25]([O:32][C:33]1[CH:34]=[CH:35][C:36]([OH:39])=[C:37]([N+:7]([O-:10])=[O:8])[CH:38]=1)[C:26]1[CH:27]=[CH:28][CH:29]=[CH:30][CH:31]=1, predict the reactants needed to synthesize it. The reactants are: O.O.O.O.O.O.[N+:7]([O-:10])([O-])=[O:8].[La+3].[N+]([O-])([O-])=O.[N+]([O-])([O-])=O.[N+]([O-])([O-])=O.[Na+].[CH2:25]([O:32][C:33]1[CH:38]=[CH:37][C:36]([OH:39])=[CH:35][CH:34]=1)[C:26]1[CH:31]=[CH:30][CH:29]=[CH:28][CH:27]=1.